Regression. Given a peptide amino acid sequence and an MHC pseudo amino acid sequence, predict their binding affinity value. This is MHC class I binding data. From a dataset of Peptide-MHC class I binding affinity with 185,985 pairs from IEDB/IMGT. (1) The peptide sequence is YTYPCIPEY. The MHC is HLA-A25:01 with pseudo-sequence HLA-A25:01. The binding affinity (normalized) is 0.706. (2) The peptide sequence is YDNAGINLY. The MHC is H-2-Kk with pseudo-sequence H-2-Kk. The binding affinity (normalized) is 0.0929. (3) The peptide sequence is FTDISMSLYK. The MHC is HLA-A68:01 with pseudo-sequence HLA-A68:01. The binding affinity (normalized) is 0.703.